From a dataset of Full USPTO retrosynthesis dataset with 1.9M reactions from patents (1976-2016). Predict the reactants needed to synthesize the given product. (1) Given the product [Br:1][C:2]1[C:3](/[N:9]=[CH:15]/[NH:13][OH:19])=[N:4][CH:5]=[C:6]([I:8])[CH:7]=1, predict the reactants needed to synthesize it. The reactants are: [Br:1][C:2]1[C:3]([NH2:9])=[N:4][CH:5]=[C:6]([I:8])[CH:7]=1.COC(OC)[N:13]([CH3:15])C.C(=O)(O)[O-:19].[Na+].Cl.NO. (2) Given the product [F:1][C:2]1[CH:11]=[C:10]([F:12])[CH:9]=[C:8]2[C:3]=1[CH:4]=[CH:5][C:6](=[O:16])[N:7]2[CH2:13][CH2:14][N:17]1[CH2:18][CH2:19][CH:20]([NH:23][C:24](=[O:30])[O:25][C:26]([CH3:28])([CH3:27])[CH3:29])[CH2:21][CH2:22]1, predict the reactants needed to synthesize it. The reactants are: [F:1][C:2]1[CH:11]=[C:10]([F:12])[CH:9]=[C:8]2[C:3]=1[CH:4]=[CH:5][C:6](=[O:16])[N:7]2[CH2:13][CH:14]=O.[NH:17]1[CH2:22][CH2:21][CH:20]([NH:23][C:24](=[O:30])[O:25][C:26]([CH3:29])([CH3:28])[CH3:27])[CH2:19][CH2:18]1.[BH-](OC(C)=O)(OC(C)=O)OC(C)=O.[Na+]. (3) Given the product [CH3:18][Si:17]1([CH3:20])[CH2:19][N:6]2[C:7]3[C:8](=[CH:9][CH:10]=[N:11][C:12]=3[CH:13]=[CH:14][C:5]2=[O:4])[O:15]1, predict the reactants needed to synthesize it. The reactants are: [H-].[Na+].C[O:4][C:5]1[N:6]=[C:7]2[C:12](=[CH:13][CH:14]=1)[N:11]=[CH:10][CH:9]=[C:8]2[OH:15].Cl[Si:17]([CH2:20]Cl)([CH3:19])[CH3:18]. (4) Given the product [Cl:36][C:29]1[CH:30]=[N+:31]([O-:35])[CH:32]=[C:33]([Cl:34])[C:28]=1[CH2:27][C@@H:26]([C:37]1[CH:42]=[CH:41][C:40]([O:43][CH:44]([F:46])[F:45])=[C:39]([O:47][CH2:48][CH:49]2[CH2:51][CH2:50]2)[CH:38]=1)[O:25][C:23](=[O:24])[C:22]1[CH:52]=[CH:53][C:54]([O:55][CH3:56])=[C:20]([NH:19][C:17](=[O:18])[CH2:16][C:15]([N:11]2[CH2:12][C@@H:13]([CH3:14])[NH:8][CH2:9][C@@H:10]2[CH3:58])=[O:57])[CH:21]=1, predict the reactants needed to synthesize it. The reactants are: C(OC([N:8]1[C@H:13]([CH3:14])[CH2:12][N:11]([C:15](=[O:57])[CH2:16][C:17]([NH:19][C:20]2[CH:21]=[C:22]([CH:52]=[CH:53][C:54]=2[O:55][CH3:56])[C:23]([O:25][C@H:26]([C:37]2[CH:42]=[CH:41][C:40]([O:43][CH:44]([F:46])[F:45])=[C:39]([O:47][CH2:48][CH:49]3[CH2:51][CH2:50]3)[CH:38]=2)[CH2:27][C:28]2[C:33]([Cl:34])=[CH:32][N+:31]([O-:35])=[CH:30][C:29]=2[Cl:36])=[O:24])=[O:18])[C@@H:10]([CH3:58])[CH2:9]1)=O)(C)(C)C. (5) Given the product [Cl:4][C:5]1[CH:6]=[C:7]([C:11]2[C:12]([O:27][CH3:28])=[CH:13][CH:14]=[C:15]([CH2:17][C:18]3[CH:19]=[CH:20][C:21]([NH2:24])=[CH:22][CH:23]=3)[CH:16]=2)[CH:8]=[CH:9][CH:10]=1, predict the reactants needed to synthesize it. The reactants are: C(O)C.[Cl:4][C:5]1[CH:6]=[C:7]([C:11]2[CH:16]=[C:15]([CH2:17][C:18]3[CH:23]=[CH:22][C:21]([N+:24]([O-])=O)=[CH:20][CH:19]=3)[CH:14]=[CH:13][C:12]=2[O:27][CH3:28])[CH:8]=[CH:9][CH:10]=1.